This data is from Full USPTO retrosynthesis dataset with 1.9M reactions from patents (1976-2016). The task is: Predict the reactants needed to synthesize the given product. (1) The reactants are: Br[C:2]1[CH:3]=[CH:4][C:5]2[N:9]=[CH:8][N:7]([CH:10]3[CH2:15][CH2:14][N:13]([C:16](=[O:18])[CH3:17])[CH2:12][CH2:11]3)[C:6]=2[CH:19]=1.[CH2:20]1[C:29]2[C:24](=[CH:25][CH:26]=[CH:27][CH:28]=2)[CH2:23][CH2:22][N:21]1[CH2:30][CH:31]([OH:49])[CH2:32][O:33][C:34]1[CH:39]=[CH:38][CH:37]=[C:36](B2OC(C)(C)C(C)(C)O2)[CH:35]=1.[C:50]([O-])([O-:52])=[O:51].[K+].[K+]. Given the product [CH2:20]1[C:29]2[C:24](=[CH:25][CH:26]=[CH:27][CH:28]=2)[CH2:23][CH2:22][N:21]1[CH2:30][CH:31]([OH:49])[CH2:32][O:33][C:34]1[CH:35]=[C:36]([C:2]2[CH:3]=[CH:4][C:5]3[N:9]=[CH:8][N:7]([CH:10]4[CH2:15][CH2:14][N:13]([C:16](=[O:18])[CH3:17])[CH2:12][CH2:11]4)[C:6]=3[CH:19]=2)[CH:37]=[CH:38][CH:39]=1.[CH:50]([O-:52])=[O:51], predict the reactants needed to synthesize it. (2) Given the product [NH2:1][C:2]1[CH:7]=[CH:6][C:5]([CH:8]([CH3:13])[C:9]([OH:11])=[O:10])=[CH:4][C:3]=1[O:14][CH3:15], predict the reactants needed to synthesize it. The reactants are: [NH2:1][C:2]1[CH:7]=[CH:6][C:5]([CH:8]([CH3:13])[C:9]([O:11]C)=[O:10])=[CH:4][C:3]=1[O:14][CH3:15].[OH-].[Na+]. (3) Given the product [F:1][C:2]1[CH:7]=[CH:6][C:5]([CH2:8][C:9]2[C:10]([N:16]3[CH2:22][C:21]4[CH:23]=[C:24]([C:27]5[CH:35]=[CH:34][C:30]([C:31]([Cl:44])=[O:32])=[CH:29][CH:28]=5)[CH:25]=[CH:26][C:20]=4[O:19][CH2:18][CH2:17]3)=[N:11][CH:12]=[N:13][C:14]=2[CH3:15])=[CH:4][CH:3]=1, predict the reactants needed to synthesize it. The reactants are: [F:1][C:2]1[CH:7]=[CH:6][C:5]([CH2:8][C:9]2[C:10]([N:16]3[CH2:22][C:21]4[CH:23]=[C:24]([C:27]5[CH:35]=[CH:34][C:30]([C:31](O)=[O:32])=[CH:29][CH:28]=5)[CH:25]=[CH:26][C:20]=4[O:19][CH2:18][CH2:17]3)=[N:11][CH:12]=[N:13][C:14]=2[CH3:15])=[CH:4][CH:3]=1.CN(C=O)C.C(Cl)(=O)C([Cl:44])=O. (4) Given the product [Cl:17][C:5]1[N:6]=[C:7]([CH3:16])[CH:8]=[C:9]([NH:10][CH:11]([CH2:14][CH3:15])[CH2:12][CH3:13])[C:4]=1[C:3]([OH:18])=[O:2], predict the reactants needed to synthesize it. The reactants are: C[O:2][C:3](=[O:18])[C:4]1[C:9]([NH:10][CH:11]([CH2:14][CH3:15])[CH2:12][CH3:13])=[CH:8][C:7]([CH3:16])=[N:6][C:5]=1[Cl:17].O[Li].O. (5) Given the product [Cl:24][CH2:20][CH:27]1[CH2:32][CH2:31][N:30]([C:33]([O:35][C:36]([CH3:39])([CH3:38])[CH3:37])=[O:34])[CH2:29][CH2:28]1, predict the reactants needed to synthesize it. The reactants are: C1C=CC(P(C2C=CC=CC=2)C2C=CC=CC=2)=CC=1.[C:20]([Cl:24])(Cl)(Cl)Cl.OC[CH:27]1[CH2:32][CH2:31][N:30]([C:33]([O:35][C:36]([CH3:39])([CH3:38])[CH3:37])=[O:34])[CH2:29][CH2:28]1. (6) Given the product [F:5][C:6]1[CH:12]=[CH:11][CH:10]=[C:8]2[O:9][CH2:14][O:13][C:7]=12, predict the reactants needed to synthesize it. The reactants are: BrCBr.O.[F:5][C:6]1[CH:12]=[CH:11][CH:10]=[C:8]([OH:9])[C:7]=1[OH:13].[C:14]1(C(=CC=CC=1)O)O. (7) Given the product [N+:10]([C:6]1[CH:5]=[C:3]2[C:2]([CH:1]=[N:13][NH:4]2)=[C:8]([CH3:9])[CH:7]=1)([O-:12])=[O:11], predict the reactants needed to synthesize it. The reactants are: [CH3:1][C:2]1[C:8]([CH3:9])=[CH:7][C:6]([N+:10]([O-:12])=[O:11])=[CH:5][C:3]=1[NH2:4].[N:13]([O-])=O.[Na+]. (8) Given the product [C:1]([O:5][C:6](=[O:24])[NH:7][CH2:8][C@H:9]1[CH2:14][CH2:13][C@H:12]([NH:15][C:16]2[CH:21]=[C:20]([C:28]3[CH:29]=[CH:30][CH:31]=[C:26]([F:25])[N:27]=3)[C:19]([Cl:23])=[CH:18][N:17]=2)[CH2:11][CH2:10]1)([CH3:4])([CH3:3])[CH3:2], predict the reactants needed to synthesize it. The reactants are: [C:1]([O:5][C:6](=[O:24])[NH:7][CH2:8][C@H:9]1[CH2:14][CH2:13][C@H:12]([NH:15][C:16]2[CH:21]=[C:20](I)[C:19]([Cl:23])=[CH:18][N:17]=2)[CH2:11][CH2:10]1)([CH3:4])([CH3:3])[CH3:2].[F:25][C:26]1[CH:31]=[CH:30][CH:29]=[C:28](B2OC(C)(C)C(C)(C)O2)[N:27]=1.C(Cl)Cl.C(=O)([O-])[O-].[Na+].[Na+].